Dataset: Full USPTO retrosynthesis dataset with 1.9M reactions from patents (1976-2016). Task: Predict the reactants needed to synthesize the given product. (1) Given the product [OH:4][CH2:5][C:6]1[C:7]([N:39]2[CH2:51][CH2:50][N:42]3[C:43]4[CH2:44][CH2:45][CH2:46][CH2:47][C:48]=4[CH:49]=[C:41]3[C:40]2=[O:52])=[N:8][CH:9]=[CH:10][C:11]=1[C:12]1[CH:17]=[C:16]([NH:18][C:19]2[CH:24]=[CH:23][C:22]([N:25]3[C@@H:30]4[CH2:31][CH2:32][C@H:26]3[CH2:27][N:28]([CH:33]3[CH2:36][O:35][CH2:34]3)[CH2:29]4)=[CH:21][N:20]=2)[C:15](=[O:37])[N:14]([CH3:38])[CH:13]=1, predict the reactants needed to synthesize it. The reactants are: C([O:4][CH2:5][C:6]1[C:7]([N:39]2[CH2:51][CH2:50][N:42]3[C:43]4[CH2:44][CH2:45][CH2:46][CH2:47][C:48]=4[CH:49]=[C:41]3[C:40]2=[O:52])=[N:8][CH:9]=[CH:10][C:11]=1[C:12]1[CH:17]=[C:16]([NH:18][C:19]2[CH:24]=[CH:23][C:22]([N:25]3[CH:30]4[CH2:31][CH2:32][CH:26]3[CH2:27][N:28]([CH:33]3[CH2:36][O:35][CH2:34]3)[CH2:29]4)=[CH:21][N:20]=2)[C:15](=[O:37])[N:14]([CH3:38])[CH:13]=1)(=O)C.[OH-].[Li+]. (2) Given the product [CH3:1][C:2]1[CH:3]=[C:4]([CH:22]=[CH:23][C:24]=1[CH3:25])[C:5]([C:7]1[C:16](=[O:17])[C:15]2[C:10](=[CH:11][CH:12]=[C:13]([C:18]([F:21])([F:19])[F:20])[CH:14]=2)[N:9]([CH2:31][C:30]2[CH:33]=[CH:34][CH:35]=[CH:36][C:29]=2[F:28])[CH:8]=1)=[O:6], predict the reactants needed to synthesize it. The reactants are: [CH3:1][C:2]1[CH:3]=[C:4]([CH:22]=[CH:23][C:24]=1[CH3:25])[C:5]([C:7]1[C:16](=[O:17])[C:15]2[C:10](=[CH:11][CH:12]=[C:13]([C:18]([F:21])([F:20])[F:19])[CH:14]=2)[NH:9][CH:8]=1)=[O:6].[H-].[Na+].[F:28][C:29]1[CH:36]=[CH:35][CH:34]=[CH:33][C:30]=1[CH2:31]Br.C(OCC)(=O)C. (3) Given the product [Cl:1][C:2]1[CH:3]=[CH:4][C:5]([O:8][CH2:9][CH:10]2[CH2:15][CH2:14][N:13]([CH2:16][C:17]([F:27])([CH3:20])[CH3:18])[CH2:12][CH2:11]2)=[CH:6][N:7]=1, predict the reactants needed to synthesize it. The reactants are: [Cl:1][C:2]1[N:7]=[CH:6][C:5]([O:8][CH2:9][CH:10]2[CH2:15][CH2:14][N:13]([CH2:16][C:17]([CH3:20])(O)[CH3:18])[CH2:12][CH2:11]2)=[CH:4][CH:3]=1.CCN(S(F)(F)[F:27])CC.C([O-])(O)=O.[Na+]. (4) The reactants are: [CH2:1]([C:3]1[O:4][C:5]2[CH:11]=[C:10]([C:12]([O:14][CH2:15][CH3:16])=[O:13])[CH:9]=[C:8]([OH:17])[C:6]=2[CH:7]=1)[CH3:2].[CH3:18][S:19]([C:22]1[CH:27]=[CH:26][C:25](F)=[CH:24][CH:23]=1)(=[O:21])=[O:20].C([O-])([O-])=O.[Cs+].[Cs+].O. Given the product [CH2:1]([C:3]1[O:4][C:5]2[CH:11]=[C:10]([C:12]([O:14][CH2:15][CH3:16])=[O:13])[CH:9]=[C:8]([O:17][C:25]3[CH:26]=[CH:27][C:22]([S:19]([CH3:18])(=[O:21])=[O:20])=[CH:23][CH:24]=3)[C:6]=2[CH:7]=1)[CH3:2], predict the reactants needed to synthesize it. (5) Given the product [C:31]1([C:34]2[CH:39]=[CH:38][CH:37]=[CH:36][CH:35]=2)[CH:30]=[CH:29][C:28]([CH2:27][CH:18]([C:17]([NH:16][C:11]2([CH2:10][C:9]([OH:41])=[O:8])[CH2:12][CH2:13][CH2:14][CH2:15]2)=[O:40])[CH2:19][C:20]([OH:22])=[O:21])=[CH:33][CH:32]=1, predict the reactants needed to synthesize it. The reactants are: C([O:8][C:9](=[O:41])[CH2:10][C:11]1([NH:16][C:17](=[O:40])[CH:18]([CH2:27][C:28]2[CH:33]=[CH:32][C:31]([C:34]3[CH:39]=[CH:38][CH:37]=[CH:36][CH:35]=3)=[CH:30][CH:29]=2)[CH2:19][C:20]([O:22]C(C)(C)C)=[O:21])[CH2:15][CH2:14][CH2:13][CH2:12]1)C1C=CC=CC=1.